This data is from Catalyst prediction with 721,799 reactions and 888 catalyst types from USPTO. The task is: Predict which catalyst facilitates the given reaction. (1) Reactant: [F:1][C:2]([F:33])([F:32])[C:3]([C:5]1[CH:10]=[CH:9][C:8]([O:11][CH2:12][CH2:13][N:14]([CH2:27][C:28]([F:31])([F:30])[F:29])[C:15]2[CH:22]=[CH:21][C:18]([C:19]#[N:20])=[C:17]([C:23]([F:26])([F:25])[F:24])[CH:16]=2)=[CH:7][CH:6]=1)=[O:4].[F:34][C:35]([Si](C)(C)C)([F:37])[F:36].[F-].[Cs+].Cl. Product: [F:31][C:28]([F:30])([F:29])[CH2:27][N:14]([CH2:13][CH2:12][O:11][C:8]1[CH:7]=[CH:6][C:5]([C:3]([OH:4])([C:35]([F:37])([F:36])[F:34])[C:2]([F:32])([F:33])[F:1])=[CH:10][CH:9]=1)[C:15]1[CH:22]=[CH:21][C:18]([C:19]#[N:20])=[C:17]([C:23]([F:24])([F:25])[F:26])[CH:16]=1. The catalyst class is: 149. (2) Reactant: [CH3:1][O:2][C:3]([C:5]1[S:6][C:7]([C:22]2[CH:27]=[CH:26][CH:25]=[CH:24][CH:23]=2)=[CH:8][C:9]=1[NH:10][CH:11]([CH3:21])[CH2:12][O:13][Si](C(C)(C)C)(C)C)=[O:4].[C:28](Cl)(=O)C. Product: [CH3:1][O:2][C:3]([C:5]1[S:6][C:7]([C:22]([CH3:28])=[CH:27][CH:26]=[CH:25][CH:24]=[CH2:23])=[CH:8][C:9]=1[NH:10][CH:11]([CH3:21])[CH2:12][OH:13])=[O:4]. The catalyst class is: 5. (3) Product: [CH:14]1([C:13]2[C:3]([C:2](=[O:7])[CH3:1])=[C:4]([CH3:5])[O:6][N:10]=2)[CH2:5][CH2:4][CH2:3][CH2:2][CH2:1]1. Reactant: [CH3:1][C:2](=[O:7])[CH2:3][C:4](=[O:6])[CH3:5].C([N:10]([CH2:13][CH3:14])CC)C. The catalyst class is: 8.